This data is from Reaction yield outcomes from USPTO patents with 853,638 reactions. The task is: Predict the reaction yield, written as a fraction of the theoretical maximum amount of product (1.0 means a 100% yield; for example, 0.34 means a 34% yield). (1) The yield is 0.520. The catalyst is CN(C)C=O.O. The reactants are O.[SH-].[Na+].[CH3:4][C:5]1([CH3:15])[O:9][N:8]=[C:7]([S:10]([CH2:13][CH3:14])(=O)=O)[CH2:6]1.C(=O)([O-])[O-].[K+].[K+].C(S([O-])=O)O.[Na+].ClCC1[C:31]([O:40][CH3:41])=[N:32][N:33]([CH3:39])[C:34]=1[C:35]([F:38])([F:37])[F:36]. The product is [CH3:4][C:5]1([CH3:15])[O:9][N:8]=[C:7]([S:10][CH2:13][C:14]2[C:31]([O:40][CH3:41])=[N:32][N:33]([CH3:39])[C:34]=2[C:35]([F:38])([F:36])[F:37])[CH2:6]1. (2) The reactants are C1(C)C=CC(S(O[CH:11]([CH2:13]/[CH:14]=[CH:15]/[C:16]2[CH:17]=[N:18][CH:19]=[CH:20][CH:21]=2)[CH3:12])(=O)=O)=CC=1.[CH3:23][NH2:24]. The catalyst is C(O)C. The product is [CH3:23][NH:24][CH:11]([CH2:13]/[CH:14]=[CH:15]/[C:16]1[CH:17]=[N:18][CH:19]=[CH:20][CH:21]=1)[CH3:12]. The yield is 0.516. (3) The reactants are [BH4-].[Li+].C[O:4][C:5]([C@H:7]1[CH2:11][C@@H:10]([N:12]=[N+:13]=[N-:14])[CH2:9][N:8]1[C:15]([O:17][C:18]([CH3:21])([CH3:20])[CH3:19])=[O:16])=O.C(=O)(O)[O-].[Na+]. The catalyst is CCOCC. The product is [C:18]([O:17][C:15]([N:8]1[CH2:9][C@H:10]([N:12]=[N+:13]=[N-:14])[CH2:11][C@@H:7]1[CH2:5][OH:4])=[O:16])([CH3:21])([CH3:20])[CH3:19]. The yield is 0.960. (4) The reactants are C(OC([N:8]1[CH2:12][CH2:11][CH2:10][CH:9]1[C:13](=[O:35])[NH:14][C:15]1[CH:20]=[CH:19][C:18]([C:21]2[CH:26]=[CH:25][CH:24]=[CH:23][C:22]=2[S:27]([CH3:30])(=[O:29])=[O:28])=[CH:17][C:16]=1[C:31]([F:34])([F:33])[F:32])=O)(C)(C)C.FC(F)(F)C(O)=O. The catalyst is C(Cl)Cl. The product is [CH3:30][S:27]([C:22]1[CH:23]=[CH:24][CH:25]=[CH:26][C:21]=1[C:18]1[CH:19]=[CH:20][C:15]([NH:14][C:13]([CH:9]2[CH2:10][CH2:11][CH2:12][NH:8]2)=[O:35])=[C:16]([C:31]([F:34])([F:32])[F:33])[CH:17]=1)(=[O:29])=[O:28]. The yield is 1.00. (5) The reactants are O[C:2]1[CH:10]=[CH:9][CH:8]=[C:7]2[C:3]=1[CH2:4][NH:5][C:6]2=[O:11].BrCC(OC)=O. The catalyst is CN(C=O)C. The product is [C:6]1(=[O:11])[C:7]2[C:3](=[CH:2][CH:10]=[CH:9][CH:8]=2)[CH2:4][NH:5]1. The yield is 0.600. (6) The reactants are [CH2:1]([O:6][C:7]1[CH:8]=[CH:9][C:10]([O:13][C:14]2[CH:19]=[CH:18][CH:17]=[C:16]([CH:20]=[C:21]3[CH2:26][CH2:25][NH:24][CH2:23][CH2:22]3)[CH:15]=2)=[N:11][CH:12]=1)[CH2:2][CH2:3][C:4]#[CH:5].[N:27]1[CH:32]=[CH:31][CH:30]=[C:29]([NH:33][C:34](=O)[O:35]C2C=CC=CC=2)[N:28]=1.C(N(CC)CC)C. The catalyst is CS(C)=O.O. The product is [CH2:1]([O:6][C:7]1[CH:8]=[CH:9][C:10]([O:13][C:14]2[CH:15]=[C:16]([CH:17]=[CH:18][CH:19]=2)[CH:20]=[C:21]2[CH2:26][CH2:25][N:24]([C:34]([NH:33][C:29]3[N:28]=[N:27][CH:32]=[CH:31][CH:30]=3)=[O:35])[CH2:23][CH2:22]2)=[N:11][CH:12]=1)[CH2:2][CH2:3][C:4]#[CH:5]. The yield is 0.640. (7) The reactants are Cl[C:2]1[C:7]([O:8][CH3:9])=[CH:6][CH:5]=[CH:4][N:3]=1.[C:10](=[O:13])([O-])[O-:11].[K+].[K+].O.[C:17](#N)[CH3:18]. The catalyst is C1C=CC([P]([Pd]([P](C2C=CC=CC=2)(C2C=CC=CC=2)C2C=CC=CC=2)([P](C2C=CC=CC=2)(C2C=CC=CC=2)C2C=CC=CC=2)[P](C2C=CC=CC=2)(C2C=CC=CC=2)C2C=CC=CC=2)(C2C=CC=CC=2)C2C=CC=CC=2)=CC=1. The product is [CH3:9][O:8][C:7]1[C:2]([C:18]2[CH:17]=[CH:7][C:6]([C:10]([OH:11])=[O:13])=[CH:5][CH:4]=2)=[N:3][CH:4]=[CH:5][CH:6]=1. The yield is 0.770. (8) The reactants are [C:1]([C:3]1[C:11]2[C:6](=[CH:7][C:8]([C:12](O)=[O:13])=[CH:9][CH:10]=2)[N:5]([CH2:15][CH3:16])[CH:4]=1)#[N:2].C(Cl)(=O)C([Cl:20])=O. The catalyst is C(Cl)Cl.CN(C=O)C. The product is [C:1]([C:3]1[C:11]2[C:6](=[CH:7][C:8]([C:12]([Cl:20])=[O:13])=[CH:9][CH:10]=2)[N:5]([CH2:15][CH3:16])[CH:4]=1)#[N:2]. The yield is 1.00.